From a dataset of Full USPTO retrosynthesis dataset with 1.9M reactions from patents (1976-2016). Predict the reactants needed to synthesize the given product. (1) Given the product [NH3:1].[Br:17][C:3]1[N:4]2[CH:9]=[CH:8][C:7]([CH:10]=[O:11])=[CH:6][C:5]2=[N:1][CH:2]=1, predict the reactants needed to synthesize it. The reactants are: [N:1]1[CH:2]=[CH:3][N:4]2[CH:9]=[CH:8][C:7]([CH:10]=[O:11])=[CH:6][C:5]=12.C([O-])(=O)C.[Na+].[Br:17]Br.S([O-])([O-])=O.[Na+].[Na+]. (2) Given the product [NH2:1][C:2]1[C:19]([C:20]#[C:21][C:23]2[CH:28]=[CH:27][C:26]([OH:29])=[CH:25][CH:24]=2)=[CH:18][C:5]([C:6]([N:8]=[S@@:9]([CH3:17])(=[O:16])[C:10]2[CH:15]=[CH:14][CH:13]=[CH:12][CH:11]=2)=[O:7])=[CH:4][N:3]=1, predict the reactants needed to synthesize it. The reactants are: [NH2:1][C:2]1[C:19]([C:20]#[CH:21])=[CH:18][C:5]([C:6]([N:8]=[S@@:9]([CH3:17])(=[O:16])[C:10]2[CH:15]=[CH:14][CH:13]=[CH:12][CH:11]=2)=[O:7])=[CH:4][N:3]=1.I[C:23]1[CH:28]=[CH:27][C:26]([OH:29])=[CH:25][CH:24]=1. (3) Given the product [C:1]([C:5]1[CH:10]=[CH:9][C:8]([S:11]([NH:14][C:15]2[CH:20]=[CH:19][C:18]([Cl:21])=[CH:17][C:16]=2[CH:22]([O:31][CH3:30])[C:23]2[CH:28]=[CH:27][N:26]=[CH:25][CH:24]=2)(=[O:13])=[O:12])=[CH:7][CH:6]=1)([CH3:4])([CH3:3])[CH3:2], predict the reactants needed to synthesize it. The reactants are: [C:1]([C:5]1[CH:10]=[CH:9][C:8]([S:11]([NH:14][C:15]2[CH:20]=[CH:19][C:18]([Cl:21])=[CH:17][C:16]=2[CH:22](Cl)[C:23]2[CH:28]=[CH:27][N:26]=[CH:25][CH:24]=2)(=[O:13])=[O:12])=[CH:7][CH:6]=1)([CH3:4])([CH3:3])[CH3:2].[C:30](=O)([O-])[O-:31].[K+].[K+]. (4) Given the product [NH2:19][C:15]1[CH:14]=[C:13]([CH:18]=[CH:17][CH:16]=1)[C:12]([C:9]1[CH:8]=[C:7]2[C:6]([CH2:5][C:4](=[O:3])[NH:21]2)=[CH:11][CH:10]=1)=[O:20], predict the reactants needed to synthesize it. The reactants are: C([O:3][C:4](=O)[CH2:5][C:6]1[CH:11]=[CH:10][C:9]([C:12](=[O:20])[C:13]2[CH:18]=[CH:17][CH:16]=[C:15]([NH2:19])[CH:14]=2)=[CH:8][C:7]=1[NH2:21])C.Cl.II. (5) Given the product [Br:11][C:12]1[CH:17]=[CH:16][C:15]([S:18][CH:8]([CH2:7][C:1]2[CH:6]=[CH:5][CH:4]=[CH:3][CH:2]=2)[CH:9]=[O:10])=[CH:14][CH:13]=1, predict the reactants needed to synthesize it. The reactants are: [C:1]1([C:7]#[C:8][CH2:9][OH:10])[CH:6]=[CH:5][CH:4]=[CH:3][CH:2]=1.[Br:11][C:12]1[CH:17]=[CH:16][C:15]([SH:18])=[CH:14][CH:13]=1.C1(CC(SC2C=CC=CC=2)C(=O)C)C=CC=CC=1. (6) Given the product [C:8]1([CH:14]([C:17]2[CH:22]=[CH:21][CH:20]=[CH:19][CH:18]=2)[CH2:15][N:3]2[CH2:4][CH2:5][C:10]3[C:7](=[C:27]([OH:28])[CH:13]=[CH:8][CH:9]=3)[CH2:6]2)[CH:13]=[CH:12][CH:11]=[CH:10][CH:9]=1, predict the reactants needed to synthesize it. The reactants are: CC[N:3]([CH2:6][CH3:7])[CH2:4][CH3:5].[C:8]1([CH:14]([C:17]2[CH:22]=[CH:21][CH:20]=[CH:19][CH:18]=2)[CH:15]=O)[CH:13]=[CH:12][CH:11]=[CH:10][CH:9]=1.C([BH3-])#N.[Na+].[CH3:27][OH:28]. (7) Given the product [C:20]([O-:29])(=[O:56])[CH3:17].[NH4+:6].[Br:28][C:25]1[CH:26]=[CH:27][C:22]([NH:21][C:20](=[O:29])[C:17]2[CH:18]=[CH:19][C:14]([S:13][C:10]3[CH:9]=[CH:8][C:7]([NH:6][C:5]([NH:55][C@@H:48]([C:49]4[CH:54]=[CH:53][CH:52]=[CH:51][CH:50]=4)[CH3:47])=[O:4])=[CH:12][CH:11]=3)=[C:15]([NH:30][C:31]3[C:32]4[CH:40]=[CH:39][C:38]([CH:41]([CH3:43])[CH3:42])=[N:37][C:33]=4[N:34]=[CH:35][N:36]=3)[CH:16]=2)=[N:23][CH:24]=1, predict the reactants needed to synthesize it. The reactants are: ClC(Cl)(Cl)C[O:4][C:5](=O)[NH:6][C:7]1[CH:12]=[CH:11][C:10]([S:13][C:14]2[CH:19]=[CH:18][C:17]([C:20](=[O:29])[NH:21][C:22]3[CH:27]=[CH:26][C:25]([Br:28])=[CH:24][N:23]=3)=[CH:16][C:15]=2[NH:30][C:31]2[C:32]3[CH:40]=[CH:39][C:38]([CH:41]([CH3:43])[CH3:42])=[N:37][C:33]=3[N:34]=[CH:35][N:36]=2)=[CH:9][CH:8]=1.[CH3:47][C@@H:48]([NH2:55])[C:49]1[CH:54]=[CH:53][CH:52]=[CH:51][CH:50]=1.[O:56]1CCCC1.